This data is from NCI-60 drug combinations with 297,098 pairs across 59 cell lines. The task is: Regression. Given two drug SMILES strings and cell line genomic features, predict the synergy score measuring deviation from expected non-interaction effect. (1) Drug 1: CC1=CC=C(C=C1)C2=CC(=NN2C3=CC=C(C=C3)S(=O)(=O)N)C(F)(F)F. Drug 2: CCC1(CC2CC(C3=C(CCN(C2)C1)C4=CC=CC=C4N3)(C5=C(C=C6C(=C5)C78CCN9C7C(C=CC9)(C(C(C8N6C)(C(=O)OC)O)OC(=O)C)CC)OC)C(=O)OC)O.OS(=O)(=O)O. Cell line: HT29. Synergy scores: CSS=1.64, Synergy_ZIP=-0.781, Synergy_Bliss=-3.91, Synergy_Loewe=-5.01, Synergy_HSA=-4.91. (2) Drug 1: CC1OCC2C(O1)C(C(C(O2)OC3C4COC(=O)C4C(C5=CC6=C(C=C35)OCO6)C7=CC(=C(C(=C7)OC)O)OC)O)O. Drug 2: C1CCC(C(C1)N)N.C(=O)(C(=O)[O-])[O-].[Pt+4]. Cell line: KM12. Synergy scores: CSS=29.4, Synergy_ZIP=1.51, Synergy_Bliss=2.56, Synergy_Loewe=10.1, Synergy_HSA=10.4. (3) Cell line: RPMI-8226. Drug 2: CC1C(C(CC(O1)OC2CC(CC3=C2C(=C4C(=C3O)C(=O)C5=C(C4=O)C(=CC=C5)OC)O)(C(=O)CO)O)N)O.Cl. Synergy scores: CSS=33.1, Synergy_ZIP=-2.96, Synergy_Bliss=-6.59, Synergy_Loewe=-19.7, Synergy_HSA=-4.84. Drug 1: CN(C)C1=NC(=NC(=N1)N(C)C)N(C)C. (4) Drug 1: CCC1(CC2CC(C3=C(CCN(C2)C1)C4=CC=CC=C4N3)(C5=C(C=C6C(=C5)C78CCN9C7C(C=CC9)(C(C(C8N6C)(C(=O)OC)O)OC(=O)C)CC)OC)C(=O)OC)O.OS(=O)(=O)O. Drug 2: CC12CCC3C(C1CCC2OP(=O)(O)O)CCC4=C3C=CC(=C4)OC(=O)N(CCCl)CCCl.[Na+]. Cell line: MDA-MB-435. Synergy scores: CSS=48.9, Synergy_ZIP=2.80, Synergy_Bliss=7.54, Synergy_Loewe=6.43, Synergy_HSA=11.0. (5) Drug 1: CS(=O)(=O)C1=CC(=C(C=C1)C(=O)NC2=CC(=C(C=C2)Cl)C3=CC=CC=N3)Cl. Drug 2: C1C(C(OC1N2C=NC3=C2NC=NCC3O)CO)O. Cell line: OVCAR-5. Synergy scores: CSS=10.3, Synergy_ZIP=-1.21, Synergy_Bliss=2.85, Synergy_Loewe=-1.48, Synergy_HSA=2.20. (6) Drug 1: CN(C)N=NC1=C(NC=N1)C(=O)N. Drug 2: CC1C(C(=O)NC(C(=O)N2CCCC2C(=O)N(CC(=O)N(C(C(=O)O1)C(C)C)C)C)C(C)C)NC(=O)C3=C4C(=C(C=C3)C)OC5=C(C(=O)C(=C(C5=N4)C(=O)NC6C(OC(=O)C(N(C(=O)CN(C(=O)C7CCCN7C(=O)C(NC6=O)C(C)C)C)C)C(C)C)C)N)C. Cell line: K-562. Synergy scores: CSS=8.62, Synergy_ZIP=-0.0426, Synergy_Bliss=1.78, Synergy_Loewe=2.79, Synergy_HSA=2.79. (7) Drug 1: C1=CC(=C2C(=C1NCCNCCO)C(=O)C3=C(C=CC(=C3C2=O)O)O)NCCNCCO. Drug 2: CC12CCC3C(C1CCC2O)C(CC4=C3C=CC(=C4)O)CCCCCCCCCS(=O)CCCC(C(F)(F)F)(F)F. Cell line: SN12C. Synergy scores: CSS=49.0, Synergy_ZIP=2.34, Synergy_Bliss=4.33, Synergy_Loewe=-2.83, Synergy_HSA=5.56. (8) Synergy scores: CSS=8.64, Synergy_ZIP=-10.3, Synergy_Bliss=-8.83, Synergy_Loewe=-8.52, Synergy_HSA=-8.40. Drug 2: CCCCC(=O)OCC(=O)C1(CC(C2=C(C1)C(=C3C(=C2O)C(=O)C4=C(C3=O)C=CC=C4OC)O)OC5CC(C(C(O5)C)O)NC(=O)C(F)(F)F)O. Drug 1: C1=C(C(=O)NC(=O)N1)N(CCCl)CCCl. Cell line: BT-549. (9) Drug 1: CC1=C(C=C(C=C1)NC2=NC=CC(=N2)N(C)C3=CC4=NN(C(=C4C=C3)C)C)S(=O)(=O)N.Cl. Drug 2: CC12CCC(CC1=CCC3C2CCC4(C3CC=C4C5=CN=CC=C5)C)O. Cell line: UO-31. Synergy scores: CSS=16.1, Synergy_ZIP=9.17, Synergy_Bliss=12.2, Synergy_Loewe=4.09, Synergy_HSA=13.6.